The task is: Predict the product of the given reaction.. This data is from Forward reaction prediction with 1.9M reactions from USPTO patents (1976-2016). (1) Given the reactants [CH3:1][O:2][C:3]1[CH:4]=[C:5]([S:11]([N:14]2[CH2:18][CH2:17][CH:16]([NH:19][S:20]([C:23]3[CH:28]=[CH:27][C:26]([O:29][CH3:30])=[C:25]([O:31][CH3:32])[CH:24]=3)(=[O:22])=[O:21])[CH2:15]2)(=[O:13])=[O:12])[CH:6]=[CH:7][C:8]=1[O:9][CH3:10].[CH2:33](I)[CH:34]([CH3:36])[CH3:35].C(=O)([O-])[O-].[K+].[K+], predict the reaction product. The product is: [CH3:1][O:2][C:3]1[CH:4]=[C:5]([S:11]([N:14]2[CH2:18][CH2:17][CH:16]([N:19]([CH2:33][CH:34]([CH3:36])[CH3:35])[S:20]([C:23]3[CH:28]=[CH:27][C:26]([O:29][CH3:30])=[C:25]([O:31][CH3:32])[CH:24]=3)(=[O:22])=[O:21])[CH2:15]2)(=[O:12])=[O:13])[CH:6]=[CH:7][C:8]=1[O:9][CH3:10]. (2) Given the reactants [C:1]([O:5][C:6]([N:8]1[CH2:12][CH2:11][C@@H:10](O)[C@H:9]1[C:14]([O:16][CH2:17][C:18]1[CH:23]=[CH:22][CH:21]=[CH:20][CH:19]=1)=[O:15])=[O:7])([CH3:4])([CH3:3])[CH3:2].CCN(S(F)(F)[F:30])CC, predict the reaction product. The product is: [C:1]([O:5][C:6]([N:8]1[CH2:12][CH2:11][C@H:10]([F:30])[C@H:9]1[C:14]([O:16][CH2:17][C:18]1[CH:23]=[CH:22][CH:21]=[CH:20][CH:19]=1)=[O:15])=[O:7])([CH3:4])([CH3:3])[CH3:2]. (3) The product is: [Cl:30][C:25]1[CH:26]=[CH:27][CH:28]=[CH:29][C:24]=1[C:22]1[N:13]=[C:12]([C:11]2[C:3]([CH3:2])=[N:4][N:5]3[CH:10]=[CH:9][CH:8]=[CH:7][C:6]=23)[S:14][C:16]=1[C:17]([O:19][CH2:20][CH3:21])=[O:18]. Given the reactants Cl.[CH3:2][C:3]1[C:11]([C:12](=[S:14])[NH2:13])=[C:6]2[CH:7]=[CH:8][CH:9]=[CH:10][N:5]2[N:4]=1.Cl[CH:16]([C:22]([C:24]1[CH:29]=[CH:28][CH:27]=[CH:26][C:25]=1[Cl:30])=O)[C:17]([O:19][CH2:20][CH3:21])=[O:18], predict the reaction product. (4) Given the reactants Br[Zn][CH2:3][C:4]([O:6][CH2:7][CH3:8])=[O:5].[CH3:9][C:10]1[C:11](=[O:18])[CH:12]=[C:13]([CH3:17])[C:14](=[O:16])[CH:15]=1.Cl.C(OCC)(=O)C, predict the reaction product. The product is: [OH:18][C:11]1([CH2:3][C:4]([O:6][CH2:7][CH3:8])=[O:5])[CH:12]=[C:13]([CH3:17])[C:14](=[O:16])[CH:15]=[C:10]1[CH3:9]. (5) Given the reactants [SH:1][C:2]1[CH:7]=[CH:6][C:5]([CH2:8][CH2:9][C:10]([OH:12])=[O:11])=[CH:4][CH:3]=1.[H-].[Na+].Br[CH2:16][C:17]1[CH:26]=[CH:25][CH:24]=[CH:23][C:18]=1[C:19]([O:21][CH3:22])=[O:20].O, predict the reaction product. The product is: [CH3:22][O:21][C:19]([C:18]1[CH:23]=[CH:24][CH:25]=[CH:26][C:17]=1[CH2:16][S:1][C:2]1[CH:3]=[CH:4][C:5]([CH2:8][CH2:9][C:10]([OH:12])=[O:11])=[CH:6][CH:7]=1)=[O:20]. (6) Given the reactants Br[C:2]1[O:6][C:5]([CH:7]=[C:8]2[C:16]3[C:11](=[CH:12][CH:13]=[C:14]([Cl:17])[CH:15]=3)[NH:10][C:9]2=[O:18])=[CH:4][CH:3]=1.[F:19][C:20]1[CH:25]=[C:24]([C:26]([O:28][CH3:29])=[O:27])[CH:23]=[CH:22][C:21]=1B(O)O.C([O-])([O-])=O.[Cs+].[Cs+].O, predict the reaction product. The product is: [Cl:17][C:14]1[CH:15]=[C:16]2[C:11](=[CH:12][CH:13]=1)[NH:10][C:9](=[O:18])[C:8]2=[CH:7][C:5]1[O:6][C:2]([C:21]2[CH:22]=[CH:23][C:24]([C:26]([O:28][CH3:29])=[O:27])=[CH:25][C:20]=2[F:19])=[CH:3][CH:4]=1. (7) Given the reactants Br[C:2]1[CH:7]=[CH:6][N:5]=[C:4]([N:8]2[C:15]3[C@@H:14]4[CH2:16][C@@H:13]4[CH2:12][C:11]=3[C:10]([C:17]([OH:19])=[O:18])=[N:9]2)[CH:3]=1.[H-].[Na+].C[C:23]([N:25](C)C)=O, predict the reaction product. The product is: [C:23]([C:2]1[CH:7]=[CH:6][N:5]=[C:4]([N:8]2[C:15]3[C@@H:14]4[CH2:16][C@@H:13]4[CH2:12][C:11]=3[C:10]([C:17]([OH:19])=[O:18])=[N:9]2)[CH:3]=1)#[N:25]. (8) Given the reactants [Cl:1][C:2]1[CH:3]=[C:4]([OH:9])[CH:5]=[N:6][C:7]=1[Cl:8].C([O-])([O-])=O.[K+].[K+].I[CH2:17][CH2:18][CH2:19][CH2:20][CH3:21].CN(C=O)C, predict the reaction product. The product is: [Cl:8][C:7]1[C:2]([Cl:1])=[CH:3][C:4]([O:9][CH2:17][CH2:18][CH2:19][CH2:20][CH3:21])=[CH:5][N:6]=1.